This data is from Full USPTO retrosynthesis dataset with 1.9M reactions from patents (1976-2016). The task is: Predict the reactants needed to synthesize the given product. (1) The reactants are: [C:1]1([CH2:7][CH2:8][C:9]2[N:14]=[C:13]([O:15][C:16]3[C:21]([CH3:22])=[CH:20][C:19]([CH3:23])=[CH:18][C:17]=3[CH3:24])[C:12]([C:25]([O:27]C)=[O:26])=[CH:11][CH:10]=2)[CH:6]=[CH:5][CH:4]=[CH:3][CH:2]=1.[OH-].[Na+]. Given the product [CH2:8]([C:9]1[N:14]=[C:13]([O:15][C:16]2[C:21]([CH3:22])=[CH:20][C:19]([CH3:23])=[CH:18][C:17]=2[CH3:24])[C:12]([C:25]([OH:27])=[O:26])=[CH:11][CH:10]=1)[CH2:7][C:1]1[CH:2]=[CH:3][CH:4]=[CH:5][CH:6]=1, predict the reactants needed to synthesize it. (2) Given the product [CH:2]1([CH2:5][O:6][C:7]2[CH:12]=[CH:11][C:10]([CH:13]([F:14])[F:15])=[CH:9][C:8]=2[C:16]2[C:17]3[NH:24][C:23]([CH3:25])=[C:22]([C:26]([NH:28][CH:29]4[CH2:30][CH2:31][N:32]([C:35](=[O:38])[CH2:36][CH3:37])[CH2:33][CH2:34]4)=[O:27])[C:18]=3[N:19]=[CH:20][N:21]=2)[CH2:4][CH2:3]1, predict the reactants needed to synthesize it. The reactants are: Cl.[CH:2]1([CH2:5][O:6][C:7]2[CH:12]=[CH:11][C:10]([CH:13]([F:15])[F:14])=[CH:9][C:8]=2[C:16]2[C:17]3[NH:24][C:23]([CH3:25])=[C:22]([C:26]([NH:28][CH:29]4[CH2:34][CH2:33][NH:32][CH2:31][CH2:30]4)=[O:27])[C:18]=3[N:19]=[CH:20][N:21]=2)[CH2:4][CH2:3]1.[C:35](Cl)(=[O:38])[CH2:36][CH3:37]. (3) Given the product [CH3:1][O:2][C:3]1[CH:11]=[CH:10][C:6]([C:7]([O:9][CH2:17][CH3:18])=[O:8])=[C:5]([CH3:12])[CH:4]=1, predict the reactants needed to synthesize it. The reactants are: [CH3:1][O:2][C:3]1[CH:11]=[CH:10][C:6]([C:7]([OH:9])=[O:8])=[C:5]([CH3:12])[CH:4]=1.S(Cl)(Cl)=O.[CH2:17](O)[CH3:18]. (4) Given the product [ClH:19].[Cl:45][C:41]1[CH:42]=[CH:43][C:36]2[CH2:35][CH2:34][NH:33][CH2:39][CH2:38][C:37]=2[C:40]=1[S:46][CH2:47][C:71]1[CH:70]=[CH:69][C:68]([O:67][C:66]([F:65])([F:76])[F:77])=[CH:75][CH:74]=1, predict the reactants needed to synthesize it. The reactants are: C(OC(N1CCC2C(SC(=O)N(C)C)=C([Cl:19])C=CC=2CC1)=O)(C)(C)C.C(OC([N:33]1[CH2:39][CH2:38][C:37]2[C:40]([S:46][C:47](=O)N(C)C)=[C:41]([Cl:45])[CH:42]=[C:43](Cl)[C:36]=2[CH2:35][CH2:34]1)=O)(C)(C)C.[OH-].[K+].C1CCN2C(=NCCC2)CC1.[F:65][C:66]([F:77])([F:76])[O:67][C:68]1[CH:75]=[CH:74][C:71](CBr)=[CH:70][CH:69]=1. (5) Given the product [C:3]([O:6][CH2:7][C:8]1[CH:9]=[C:10]([CH3:24])[CH:11]=[C:12]2[C:17]=1[N:16]([C:26]([O:28][CH2:29][CH:30]([CH3:32])[CH3:31])=[O:27])[CH:15]=[C:14]([C:18]([O:20][CH2:21][CH3:22])=[O:19])[C:13]2=[O:23])(=[O:5])[CH3:4], predict the reactants needed to synthesize it. The reactants are: [H-].[Na+].[C:3]([O:6][CH2:7][C:8]1[CH:9]=[C:10]([CH3:24])[CH:11]=[C:12]2[C:17]=1[N:16]=[CH:15][C:14]([C:18]([O:20][CH2:21][CH3:22])=[O:19])=[C:13]2[OH:23])(=[O:5])[CH3:4].Cl[C:26]([O:28][CH2:29][CH:30]([CH3:32])[CH3:31])=[O:27].C(O)(=O)C. (6) Given the product [Cl:15][C:12]1[CH:11]=[CH:10][C:9]([O:8][C:5]([CH3:7])([CH3:6])[C:4]([OH:16])=[O:3])=[CH:14][CH:13]=1, predict the reactants needed to synthesize it. The reactants are: C([O:3][C:4](=[O:16])[C:5]([O:8][C:9]1[CH:14]=[CH:13][C:12]([Cl:15])=[CH:11][CH:10]=1)([CH3:7])[CH3:6])C.[Li+].[OH-].Cl. (7) Given the product [C:3]([CH:4]([C:5](=[O:8])[CH2:6][CH3:7])[CH2:11][C:12]([C:14]1[CH:15]=[C:16]2[C:21](=[CH:22][CH:23]=1)[N:20]([CH3:24])[C:19](=[O:25])[CH2:18][C:17]2([CH3:27])[CH3:26])=[O:13])(=[O:9])[CH3:2], predict the reactants needed to synthesize it. The reactants are: [Na].[CH3:2][C:3](=[O:9])[CH2:4][C:5](=[O:8])[CH2:6][CH3:7].Br[CH2:11][C:12]([C:14]1[CH:15]=[C:16]2[C:21](=[CH:22][CH:23]=1)[N:20]([CH3:24])[C:19](=[O:25])[CH2:18][C:17]2([CH3:27])[CH3:26])=[O:13].O. (8) Given the product [CH3:19][O:20][C:14]1[CH:9]=[C:10]([OH:18])[CH:11]=[CH:12][C:13]=1[OH:17], predict the reactants needed to synthesize it. The reactants are: C1C=CC2C(=O)[C:14]3[C:9](=[C:10]([OH:18])[CH:11]=[CH:12][C:13]=3[OH:17])C(=O)C=2C=1.[C:19]([O-])([O-])=[O:20].[K+].[K+]. (9) Given the product [F:9][C:10]1[CH:15]=[CH:14][C:13]([C:16](=[O:49])[CH2:17][N:18]2[C:23](=[O:24])[C:22]3[CH:25]=[C:26]([CH2:28][C:29]([F:31])([F:32])[F:30])[S:27][C:21]=3[N:20]([CH2:33][C:34]3[CH:39]=[CH:38][C:37]([C:40]4[CH:45]=[CH:44][CH:43]=[CH:42][C:41]=4[C:46]4[NH:3][C:4](=[O:7])[O:5][N:47]=4)=[CH:36][CH:35]=3)[C:19]2=[O:48])=[CH:12][CH:11]=1, predict the reactants needed to synthesize it. The reactants are: [Cl-].O[NH3+:3].[C:4](=[O:7])([O-])[OH:5].[Na+].[F:9][C:10]1[CH:15]=[CH:14][C:13]([C:16](=[O:49])[CH2:17][N:18]2[C:23](=[O:24])[C:22]3[CH:25]=[C:26]([CH2:28][C:29]([F:32])([F:31])[F:30])[S:27][C:21]=3[N:20]([CH2:33][C:34]3[CH:39]=[CH:38][C:37]([C:40]4[C:41]([C:46]#[N:47])=[CH:42][CH:43]=[CH:44][CH:45]=4)=[CH:36][CH:35]=3)[C:19]2=[O:48])=[CH:12][CH:11]=1.II. (10) The reactants are: [CH3:1][O:2][CH2:3][CH2:4][O:5][C:6]([N:8]([C:14]1[CH:21]=[CH:20][C:17]([CH:18]=O)=[CH:16][CH:15]=1)[CH2:9][CH2:10][N:11]([CH3:13])[CH3:12])=[O:7].O1CCCC1.Cl.Cl.[CH2:29]([O:31][C:32]1[CH:33]=[C:34]([CH:51]=[CH:52][CH:53]=1)[CH2:35][N:36]1[C:40]2=[N:41][CH:42]=[N:43][C:44]([N:45]3[CH2:50][CH2:49][NH:48][CH2:47][CH2:46]3)=[C:39]2[CH:38]=[N:37]1)[CH3:30].C([BH3-])#N. Given the product [CH2:29]([O:31][C:32]1[CH:33]=[C:34]([CH:51]=[CH:52][CH:53]=1)[CH2:35][N:36]1[C:40]2=[N:41][CH:42]=[N:43][C:44]([N:45]3[CH2:46][CH2:47][N:48]([CH2:18][C:17]4[CH:20]=[CH:21][C:14]([N:8]([C:6]([O:5][CH2:4][CH2:3][O:2][CH3:1])=[O:7])[CH2:9][CH2:10][N:11]([CH3:13])[CH3:12])=[CH:15][CH:16]=4)[CH2:49][CH2:50]3)=[C:39]2[CH:38]=[N:37]1)[CH3:30], predict the reactants needed to synthesize it.